From a dataset of Forward reaction prediction with 1.9M reactions from USPTO patents (1976-2016). Predict the product of the given reaction. (1) Given the reactants [N+](C1C=CC(COC([N:12]2[CH2:17][CH2:16][C@@H:15]([OH:18])[C@H:14]([OH:19])[CH2:13]2)=O)=CC=1)([O-])=O.[CH3:22][C:23]([OH:25])=[O:24], predict the reaction product. The product is: [NH:12]1[CH2:17][CH2:16][C@@H:15]([OH:18])[C@H:14]([OH:19])[CH2:13]1.[CH3:22][C:23]([OH:25])=[O:24]. (2) Given the reactants [NH2:1][C:2]1[C:3]([C:14]([NH2:16])=[O:15])=[N:4][C:5]([CH:8]2[CH2:13][CH2:12][NH:11][CH2:10][CH2:9]2)=[CH:6][CH:7]=1.[Cl:17][C:18]1[N:23]=[C:22]([C:24]([O:26]C)=[O:25])[CH:21]=[C:20](Cl)[N:19]=1.[OH-].[K+].Cl, predict the reaction product. The product is: [NH2:1][C:2]1[CH:7]=[CH:6][C:5]([CH:8]2[CH2:13][CH2:12][N:11]([C:20]3[N:19]=[C:18]([Cl:17])[N:23]=[C:22]([C:24]([OH:26])=[O:25])[CH:21]=3)[CH2:10][CH2:9]2)=[N:4][C:3]=1[C:14](=[O:15])[NH2:16]. (3) Given the reactants C([NH:4][CH:5]([C:12]1[NH:16][C:15]2[CH:17]=[CH:18][C:19]([Cl:21])=[CH:20][C:14]=2[N:13]=1)[C:6]1[CH:11]=[CH:10][CH:9]=[CH:8][CH:7]=1)(=O)C.Cl, predict the reaction product. The product is: [Cl:21][C:19]1[CH:18]=[CH:17][C:15]2[NH:16][C:12]([CH:5]([NH2:4])[C:6]3[CH:11]=[CH:10][CH:9]=[CH:8][CH:7]=3)=[N:13][C:14]=2[CH:20]=1. (4) Given the reactants [OH:1]/[N:2]=[C:3](/[C@@H:5]1[C@:21]2([CH3:22])[C@H:8]([C@H:9]3[C@H:18]([CH2:19][CH2:20]2)[C@:17]2([CH3:23])[C:12](=[CH:13][C:14](=[O:24])[CH2:15][CH2:16]2)[CH2:11][CH2:10]3)[CH2:7][CH2:6]1)\[CH3:4].N1C=CC=CC=1.[C:31](OC(=O)C)(=[O:33])[CH3:32], predict the reaction product. The product is: [C:31]([O:1]/[N:2]=[C:3](/[C@@H:5]1[C@:21]2([CH3:22])[C@H:8]([C@H:9]3[C@H:18]([CH2:19][CH2:20]2)[C@:17]2([CH3:23])[C:12](=[CH:13][C:14](=[O:24])[CH2:15][CH2:16]2)[CH2:11][CH2:10]3)[CH2:7][CH2:6]1)\[CH3:4])(=[O:33])[CH3:32]. (5) Given the reactants [Cl:1][C:2]1[CH:18]=[CH:17][CH:16]=[C:15]([Cl:19])[C:3]=1[C:4]([NH:6][C:7]1[CH:12]=[CH:11][N:10]=[C:9]([Cl:13])[C:8]=1[F:14])=O.S(Cl)([Cl:22])=O, predict the reaction product. The product is: [Cl:1][C:2]1[CH:18]=[CH:17][CH:16]=[C:15]([Cl:19])[C:3]=1[C:4]([Cl:22])=[N:6][C:7]1[CH:12]=[CH:11][N:10]=[C:9]([Cl:13])[C:8]=1[F:14]. (6) The product is: [CH3:1][O:2][C:3]([C:5]1[CH2:6][N:7]([C:23]([O:25][C:26]([CH3:29])([CH3:28])[CH3:27])=[O:24])[CH2:8][C:9]([CH3:11])([CH3:10])[C:12]=1[C:13]1[CH:18]=[CH:17][C:16]([CH2:19][CH2:20][CH2:21][OH:22])=[CH:15][CH:14]=1)=[O:4]. Given the reactants [CH3:1][O:2][C:3]([C:5]1[CH2:6][N:7]([C:23]([O:25][C:26]([CH3:29])([CH3:28])[CH3:27])=[O:24])[CH2:8][C:9]2([C:12]=1[C:13]1[CH:18]=[CH:17][C:16]([CH2:19][CH2:20][CH2:21][OH:22])=[CH:15][CH:14]=1)[CH2:11][CH2:10]2)=[O:4].COC(C1CN(C(OC(C)(C)C)=O)CC(C)(C)C=1C1C=CC(CCCO[Si](C(C)(C)C)(C)C)=CC=1)=O, predict the reaction product. (7) Given the reactants [F:1][C:2]1[CH:7]=[CH:6][C:5]([SH:8])=[CH:4][CH:3]=1.[Cl:9][C:10]1[CH:17]=[C:16](F)[CH:15]=[CH:14][C:11]=1[CH:12]=O.C(O)(=O)[CH2:20][C:21]([OH:23])=[O:22], predict the reaction product. The product is: [Cl:9][C:10]1[CH:17]=[C:16]([S:8][C:5]2[CH:6]=[CH:7][C:2]([F:1])=[CH:3][CH:4]=2)[CH:15]=[CH:14][C:11]=1/[CH:12]=[CH:20]/[C:21]([OH:23])=[O:22]. (8) Given the reactants S(=O)(=O)(O)O.[Br:6][CH2:7][CH2:8][OH:9].[CH:10](O)([C:17]1[CH:22]=[CH:21][CH:20]=[CH:19][CH:18]=1)[C:11]1[CH:16]=[CH:15][CH:14]=[CH:13][CH:12]=1, predict the reaction product. The product is: [Br:6][CH2:7][CH2:8][O:9][CH:10]([C:11]1[CH:16]=[CH:15][CH:14]=[CH:13][CH:12]=1)[C:17]1[CH:22]=[CH:21][CH:20]=[CH:19][CH:18]=1. (9) Given the reactants [OH:1][C:2]1([CH3:18])[CH2:6][N:5](C(OC(C)(C)C)=O)[C@H:4]([C:14]([O:16][CH3:17])=[O:15])[CH2:3]1.[ClH:19].O1CCOCC1, predict the reaction product. The product is: [ClH:19].[OH:1][C:2]1([CH3:18])[CH2:6][NH:5][C@H:4]([C:14]([O:16][CH3:17])=[O:15])[CH2:3]1.